From a dataset of Full USPTO retrosynthesis dataset with 1.9M reactions from patents (1976-2016). Predict the reactants needed to synthesize the given product. (1) Given the product [CH3:13][S:14][C:2]1[CH:11]=[C:10]2[C:5]([N:6]=[CH:7][C:8](=[O:12])[NH:9]2)=[CH:4][CH:3]=1, predict the reactants needed to synthesize it. The reactants are: Br[C:2]1[CH:11]=[C:10]2[C:5]([N:6]=[CH:7][C:8](=[O:12])[NH:9]2)=[CH:4][CH:3]=1.[CH3:13][S-:14].[Na+]. (2) The reactants are: [ClH:1].[C:2]([C:4]1[N:9]=[CH:8][C:7]([C:10]2[C:22]3[C:21]4[C:16](=[CH:17][CH:18]=[CH:19][CH:20]=4)[N:15]([C:23]4[CH:35]=[CH:34][C:26]([C:27]([O:29]C(C)(C)C)=[O:28])=[C:25]([NH:36][CH:37]5[CH2:43][CH:42]6[N:44]([CH3:45])[CH:39]([CH2:40][CH2:41]6)[CH2:38]5)[CH:24]=4)[C:14]=3[CH:13]=[CH:12][CH:11]=2)=[CH:6][CH:5]=1)#[N:3]. Given the product [ClH:1].[C:2]([C:4]1[N:9]=[CH:8][C:7]([C:10]2[C:22]3[C:21]4[C:16](=[CH:17][CH:18]=[CH:19][CH:20]=4)[N:15]([C:23]4[CH:35]=[CH:34][C:26]([C:27]([OH:29])=[O:28])=[C:25]([NH:36][CH:37]5[CH2:43][CH:42]6[N:44]([CH3:45])[CH:39]([CH2:40][CH2:41]6)[CH2:38]5)[CH:24]=4)[C:14]=3[CH:13]=[CH:12][CH:11]=2)=[CH:6][CH:5]=1)#[N:3], predict the reactants needed to synthesize it.